From a dataset of Forward reaction prediction with 1.9M reactions from USPTO patents (1976-2016). Predict the product of the given reaction. (1) Given the reactants [CH:1]1([C:4]#[C:5][C:6]2[CH:11]=[CH:10][CH:9]=[CH:8][C:7]=2[S:12][C:13]([F:16])([F:15])[F:14])[CH2:3][CH2:2]1.C(Cl)Cl.[F:20][C:21]([F:27])([F:26])[S:22]([OH:25])(=[O:24])=[O:23].CCOCC, predict the reaction product. The product is: [O-:25][S:22]([C:21]([F:27])([F:26])[F:20])(=[O:24])=[O:23].[CH:1]1([C:4]2[S+:12]([C:13]([F:16])([F:14])[F:15])[C:7]3[CH:8]=[CH:9][CH:10]=[CH:11][C:6]=3[CH:5]=2)[CH2:3][CH2:2]1. (2) Given the reactants [NH:1]([C:12]([O:14][C:15]([CH3:18])([CH3:17])[CH3:16])=[O:13])[C@H:2]([C:9](O)=[O:10])[CH:3]1[CH2:8][CH2:7][CH2:6][CH2:5][CH2:4]1.CN(C(ON1N=NC2C=CC=NC1=2)=[N+](C)C)C.F[P-](F)(F)(F)(F)F.CCN(C(C)C)C(C)C.[C:52]([O:56][C:57](=[O:86])[NH:58][CH:59]([CH:80]1[CH2:85][CH2:84][CH2:83][CH2:82][CH2:81]1)[C:60]([N:62]1[CH2:66][CH2:65][CH:64]2[NH:67][CH2:68][CH:69]([C:70]3[C:78]4[C:73](=[CH:74][C:75]([F:79])=[CH:76][CH:77]=4)[NH:72][CH:71]=3)[CH:63]12)=[O:61])([CH3:55])([CH3:54])[CH3:53], predict the reaction product. The product is: [C:52]([O:56][C:57](=[O:86])[NH:58][CH:59]([CH:80]1[CH2:81][CH2:82][CH2:83][CH2:84][CH2:85]1)[C:60]([N:62]1[CH2:66][CH2:65][CH:64]2[N:67]([C:9](=[O:10])[CH:2]([NH:1][C:12]([O:14][C:15]([CH3:18])([CH3:17])[CH3:16])=[O:13])[CH:3]3[CH2:8][CH2:7][CH2:6][CH2:5][CH2:4]3)[CH2:68][CH:69]([C:70]3[C:78]4[C:73](=[CH:74][C:75]([F:79])=[CH:76][CH:77]=4)[NH:72][CH:71]=3)[CH:63]12)=[O:61])([CH3:55])([CH3:53])[CH3:54]. (3) Given the reactants [C:1]([O:5][C:6]([NH:8][CH:9]([CH2:13][CH2:14][OH:15])[C:10]([OH:12])=[O:11])=[O:7])([CH3:4])([CH3:3])[CH3:2].[CH3:16][Si](C=[N+]=[N-])(C)C, predict the reaction product. The product is: [CH3:16][O:11][C:10](=[O:12])[CH:9]([NH:8][C:6]([O:5][C:1]([CH3:4])([CH3:3])[CH3:2])=[O:7])[CH2:13][CH2:14][OH:15].